Dataset: NCI-60 drug combinations with 297,098 pairs across 59 cell lines. Task: Regression. Given two drug SMILES strings and cell line genomic features, predict the synergy score measuring deviation from expected non-interaction effect. (1) Cell line: SW-620. Synergy scores: CSS=40.6, Synergy_ZIP=-3.48, Synergy_Bliss=-1.29, Synergy_Loewe=-15.3, Synergy_HSA=0.151. Drug 1: C1=CC(=CC=C1CC(C(=O)O)N)N(CCCl)CCCl.Cl. Drug 2: CC1C(C(CC(O1)OC2CC(CC3=C2C(=C4C(=C3O)C(=O)C5=CC=CC=C5C4=O)O)(C(=O)C)O)N)O. (2) Drug 1: CS(=O)(=O)C1=CC(=C(C=C1)C(=O)NC2=CC(=C(C=C2)Cl)C3=CC=CC=N3)Cl. Drug 2: CS(=O)(=O)OCCCCOS(=O)(=O)C. Cell line: NCI-H226. Synergy scores: CSS=2.02, Synergy_ZIP=-3.42, Synergy_Bliss=-6.56, Synergy_Loewe=-10.9, Synergy_HSA=-7.13. (3) Drug 1: CC12CCC3C(C1CCC2O)C(CC4=C3C=CC(=C4)O)CCCCCCCCCS(=O)CCCC(C(F)(F)F)(F)F. Drug 2: CS(=O)(=O)OCCCCOS(=O)(=O)C. Cell line: SK-OV-3. Synergy scores: CSS=-1.18, Synergy_ZIP=0.819, Synergy_Bliss=1.07, Synergy_Loewe=-4.53, Synergy_HSA=-3.80. (4) Drug 1: C1=CC(=CC=C1C#N)C(C2=CC=C(C=C2)C#N)N3C=NC=N3. Drug 2: CC1CCCC2(C(O2)CC(NC(=O)CC(C(C(=O)C(C1O)C)(C)C)O)C(=CC3=CSC(=N3)C)C)C. Cell line: NCIH23. Synergy scores: CSS=46.8, Synergy_ZIP=3.43, Synergy_Bliss=-3.71, Synergy_Loewe=-17.7, Synergy_HSA=-2.77. (5) Drug 1: C1=CC(=C2C(=C1NCCNCCO)C(=O)C3=C(C=CC(=C3C2=O)O)O)NCCNCCO. Drug 2: COC1=C2C(=CC3=C1OC=C3)C=CC(=O)O2. Cell line: T-47D. Synergy scores: CSS=43.5, Synergy_ZIP=6.07, Synergy_Bliss=5.90, Synergy_Loewe=-20.3, Synergy_HSA=7.78. (6) Drug 1: CC1=C(C=C(C=C1)NC(=O)C2=CC=C(C=C2)CN3CCN(CC3)C)NC4=NC=CC(=N4)C5=CN=CC=C5. Drug 2: C(CC(=O)O)C(=O)CN.Cl. Cell line: NCI-H522. Synergy scores: CSS=8.92, Synergy_ZIP=-4.79, Synergy_Bliss=-1.20, Synergy_Loewe=-4.88, Synergy_HSA=-2.82.